This data is from Forward reaction prediction with 1.9M reactions from USPTO patents (1976-2016). The task is: Predict the product of the given reaction. (1) The product is: [C:1]([O:5][C:6]([N:8]1[CH2:13][CH2:12][C:11](=[CH:14][C:15]([O:24][N:23]=[C:22]([NH2:25])[C:21]2[CH:26]=[CH:27][CH:28]=[C:19]([Cl:18])[CH:20]=2)=[O:16])[CH2:10][CH2:9]1)=[O:7])([CH3:4])([CH3:3])[CH3:2]. Given the reactants [C:1]([O:5][C:6]([N:8]1[CH2:13][CH2:12][C:11](=[CH:14][C:15](Cl)=[O:16])[CH2:10][CH2:9]1)=[O:7])([CH3:4])([CH3:3])[CH3:2].[Cl:18][C:19]1[CH:20]=[C:21]([CH:26]=[CH:27][CH:28]=1)[C:22]([NH2:25])=[N:23][OH:24].O, predict the reaction product. (2) Given the reactants [I:1][C:2]1[C:7]2[C:8](=[O:19])[C:9]3[CH:16]=[CH:15][CH:14]=[C:13](C=O)[C:10]=3[CH2:11][CH2:12][C:6]=2[CH:5]=[CH:4][CH:3]=1.Cl[O-].[Na+].[CH3:23]I.[C:25](=[O:28])([O-])[O-:26].[K+].[K+], predict the reaction product. The product is: [I:1][C:2]1[C:7]2[C:8](=[O:19])[C:9]3[CH:16]=[CH:15][CH:14]=[CH:13][C:10]=3[CH2:11][CH2:12][C:6]=2[C:5]([C:25]([O:26][CH3:23])=[O:28])=[CH:4][CH:3]=1.